Dataset: Catalyst prediction with 721,799 reactions and 888 catalyst types from USPTO. Task: Predict which catalyst facilitates the given reaction. (1) Reactant: [Br:1][C:2]1[CH:3]=[C:4]([C:15]([OH:17])=O)[C:5]2[C:6]([CH3:14])=[N:7][N:8]([CH:11]([CH3:13])[CH3:12])[C:9]=2[CH:10]=1.BrC1C=C(C(OC)=O)C2C(C=O)=NNC=2C=1.CCN=C=NCCCN(C)C.Cl.C1C=CC2N(O)N=NC=2C=1.C(N(C(C)C)CC)(C)C.[NH2:65][CH2:66][C:67]1[C:68](=[O:75])[NH:69][C:70]([CH3:74])=[CH:71][C:72]=1[CH3:73]. Product: [Br:1][C:2]1[CH:3]=[C:4]([C:15]([NH:65][CH2:66][C:67]2[C:68](=[O:75])[NH:69][C:70]([CH3:74])=[CH:71][C:72]=2[CH3:73])=[O:17])[C:5]2[C:6]([CH3:14])=[N:7][N:8]([CH:11]([CH3:12])[CH3:13])[C:9]=2[CH:10]=1. The catalyst class is: 64. (2) Reactant: [NH2:1][C:2]1[CH:3]=[CH:4][C:5]([OH:16])=[N:6][C:7]=1[NH:8][CH:9]1[CH2:15][CH2:14][CH2:13][CH2:12][CH2:11][CH2:10]1.[CH:17]1([NH:24]C2N=C(O)C=CC=2[N+]([O-])=O)CCCCCC1.N#CBr. Product: [NH2:24][C:17]1[N:8]([CH:9]2[CH2:15][CH2:14][CH2:13][CH2:12][CH2:11][CH2:10]2)[C:7]2=[N:6][C:5]([OH:16])=[CH:4][CH:3]=[C:2]2[N:1]=1. The catalyst class is: 8. (3) Product: [Si:1]([O:18][CH2:19][C@H:20]1[O:26][CH:23]([O:24][CH3:25])[C@:22]([CH2:38][C:35]2[CH:36]=[CH:37][C:32]([Cl:31])=[CH:33][CH:34]=2)([OH:27])[C@@H:21]1[O:28][CH2:38][C:35]1[CH:34]=[CH:33][C:32]([Cl:31])=[CH:37][CH:36]=1)([C:14]([CH3:17])([CH3:15])[CH3:16])([C:2]1[CH:7]=[CH:6][CH:5]=[CH:4][CH:3]=1)[C:8]1[CH:9]=[CH:10][CH:11]=[CH:12][CH:13]=1. The catalyst class is: 11. Reactant: [Si:1]([O:18][CH2:19][C@H:20]1[O:26][CH:23]([O:24][CH3:25])[C@H:22]([OH:27])[C@@H:21]1[OH:28])([C:14]([CH3:17])([CH3:16])[CH3:15])([C:8]1[CH:13]=[CH:12][CH:11]=[CH:10][CH:9]=1)[C:2]1[CH:7]=[CH:6][CH:5]=[CH:4][CH:3]=1.[H-].[Na+].[Cl:31][C:32]1[CH:37]=[CH:36][C:35]([CH2:38]Cl)=[CH:34][CH:33]=1. (4) Reactant: [C:1]([N:5]1[CH2:40][CH2:39][CH2:38][CH2:37][C:8]2[C:9]([C:32]3[S:33][CH:34]=[CH:35][CH:36]=3)=[C:10]3[C:19]4[CH:18]=[C:17]([C:20]#[C:21][CH2:22][C@@H:23]5[CH2:27][O:26]C(C)(C)[O:24]5)[C:16]([O:30][CH3:31])=[CH:15][C:14]=4[CH2:13][CH2:12][N:11]3[C:7]=2[C:6]1=[O:41])([CH3:4])([CH3:3])[CH3:2].[OH2:42].N. Product: [C:1]([N:5]1[CH2:40][CH2:39][CH2:38][CH2:37][C:8]2[C:9]([C:32]3[S:33][CH:34]=[CH:35][CH:36]=3)=[C:10]3[C:19]4[CH:18]=[C:17]([C:20](=[O:42])[CH2:21][CH2:22][C@@H:23]([OH:24])[CH2:27][OH:26])[C:16]([O:30][CH3:31])=[CH:15][C:14]=4[CH2:13][CH2:12][N:11]3[C:7]=2[C:6]1=[O:41])([CH3:4])([CH3:2])[CH3:3]. The catalyst class is: 15. (5) The catalyst class is: 1. Product: [Cl:4][C:5]1[CH:10]=[CH:9][C:8]([CH2:11][C:12]([CH3:1])([OH:14])[CH3:13])=[CH:7][C:6]=1[F:15]. Reactant: [CH3:1][Mg]Br.[Cl:4][C:5]1[CH:10]=[CH:9][C:8]([CH2:11][C:12](=[O:14])[CH3:13])=[CH:7][C:6]=1[F:15]. (6) Reactant: Br[C:2]1[CH:3]=[C:4]2[C:8](=[CH:9][CH:10]=1)[N:7]([CH:11]1[CH2:16][CH2:15][CH2:14][CH2:13][O:12]1)[N:6]=[C:5]2[C:17]1[N:22]=[C:21]([O:23][C@H:24]2[CH2:31][N:30]([C:32]([O:34][C:35]([CH3:38])([CH3:37])[CH3:36])=[O:33])[CH2:29][CH2:28][C:25]32[CH2:27][CH2:26]3)[CH:20]=[N:19][CH:18]=1.[CH:39]1([NH:42][C:43]([C:45]2[CH:46]=[C:47](B(O)O)[CH:48]=[CH:49][CH:50]=2)=[O:44])[CH2:41][CH2:40]1.C([O-])([O-])=O.[Na+].[Na+]. Product: [CH:39]1([NH:42][C:43]([C:45]2[CH:50]=[C:49]([C:2]3[CH:3]=[C:4]4[C:8](=[CH:9][CH:10]=3)[N:7]([CH:11]3[CH2:16][CH2:15][CH2:14][CH2:13][O:12]3)[N:6]=[C:5]4[C:17]3[N:22]=[C:21]([O:23][C@H:24]4[CH2:31][N:30]([C:32]([O:34][C:35]([CH3:36])([CH3:38])[CH3:37])=[O:33])[CH2:29][CH2:28][C:25]54[CH2:27][CH2:26]5)[CH:20]=[N:19][CH:18]=3)[CH:48]=[CH:47][CH:46]=2)=[O:44])[CH2:40][CH2:41]1. The catalyst class is: 551. (7) Reactant: C(O[C:6]([N:8]1[CH2:13][CH2:12][CH2:11][CH2:10][CH:9]1[C:14]1[N:18]=[C:17]([C:19]2[CH:24]=[C:23]([O:25][CH3:26])[CH:22]=[C:21]([C:27]#[N:28])[CH:20]=2)[O:16][N:15]=1)=O)(C)(C)C.F[C:30](F)(F)[C:31](O)=O. Product: [CH3:26][O:25][C:23]1[CH:22]=[C:21]([CH:20]=[C:19]([C:17]2[O:16][N:15]=[C:14]([CH:9]3[CH2:10][CH2:11][CH2:12][CH2:13][N:8]3[CH2:6][C:31]3[CH:30]=[CH:11][CH:10]=[CH:9][N:8]=3)[N:18]=2)[CH:24]=1)[C:27]#[N:28]. The catalyst class is: 4.